This data is from Drug-target binding data from BindingDB using Ki measurements. The task is: Regression. Given a target protein amino acid sequence and a drug SMILES string, predict the binding affinity score between them. We predict pKi (pKi = -log10(Ki in M); higher means stronger inhibition). Dataset: bindingdb_ki. The small molecule is CCCCCCCCC(=O)N(C)C(C(=O)O[C@@H](C(=O)N(C)CCc1ccc(OC)c(OC)c1)c1ccccc1)C(C)(C)O. The target protein (O13332) has sequence MASSILRSKIIQKPYQLFHYYFLSEKAPGSTVSDLNFDTNIQTSLRKLKHHHWTVGEIFHYGFLVSILFFVFVVFPASFFIKLPIILAFATCFLIPLTSQFFLPALPVFTWLALYFTCAKIPQEWKPAITVKVLPAMETILYGDNLSNVLATITTGVLDILAWLPYGIIHFSFPFVLAAIIFLFGPPTALRSFGFAFGYMNLLGVLIQMAFPAAPPWYKNLHGLEPANYSMHGSPGGLGRIDKLLGVDMYTTGFSNSSIIFGAFPSLHSGCCIMEVLFLCWLFPRFKFVWVTYASWLWWSTMYLTHHYFVDLIGGAMLSLTVFEFTKYKYLPKNKEGLFCRWSYTEIEKIDIQEIDPLSYNYIPINSNDNESRLYTRVYQESQVSPPSRAETPEAFEMSNFSRSRQSSKTQVPLSNLTNNDQVPGINEEDEEEEGDEISSSTPSVFEDEPQGSTYAASSATSVDDLDSKRN. The pKi is 4.9.